This data is from Catalyst prediction with 721,799 reactions and 888 catalyst types from USPTO. The task is: Predict which catalyst facilitates the given reaction. (1) Reactant: COC(=O)[NH:4][CH2:5][CH:6]=[CH:7][C:8]1[NH:9][CH:10]([NH2:13])[NH:11][CH:12]=1. Product: [NH:9]1[C:8]2[C:12](=[N:4][CH:5]=[CH:6][CH:7]=2)[N:11]=[C:10]1[NH2:13]. The catalyst class is: 74. (2) Reactant: [C:1]([O:5][C:6]([NH:8][C@@H:9]([C:61]1([CH3:67])[CH2:66][CH2:65][O:64][CH2:63][CH2:62]1)[C:10]([N:12]1[C@@H:16]([CH3:17])[CH2:15][CH2:14][C@H:13]1[C:18]1[NH:22][C:21]2[C:23]3[C:28]([CH:29]=[CH:30][C:20]=2[N:19]=1)=[CH:27][C:26]1[C:31]2[C:36]([CH2:37][O:38][C:25]=1[CH:24]=3)=[CH:35][C:34]([C:39]1[NH:43][C:42]([C@@H:44]3[CH2:48][CH2:47][C@H:46]([CH3:49])[N:45]3[C:50](=[O:60])[C@@H:51]([NH:55][C:56](=[O:59])[O:57][CH3:58])[CH:52]([CH3:54])[CH3:53])=[N:41][CH:40]=1)=[CH:33][CH:32]=2)=[O:11])=[O:7])(C)(C)C.Cl.ClC(OC)=O.C(N(C(C)C)CC)(C)C. Product: [CH3:1][O:5][C:6]([NH:8][C@@H:9]([C:61]1([CH3:67])[CH2:62][CH2:63][O:64][CH2:65][CH2:66]1)[C:10]([N:12]1[C@@H:16]([CH3:17])[CH2:15][CH2:14][C@H:13]1[C:18]1[NH:22][C:21]2[C:23]3[C:28]([CH:29]=[CH:30][C:20]=2[N:19]=1)=[CH:27][C:26]1[C:31]2[C:36]([CH2:37][O:38][C:25]=1[CH:24]=3)=[CH:35][C:34]([C:39]1[NH:43][C:42]([C@@H:44]3[CH2:48][CH2:47][C@H:46]([CH3:49])[N:45]3[C:50](=[O:60])[C@@H:51]([NH:55][C:56](=[O:59])[O:57][CH3:58])[CH:52]([CH3:54])[CH3:53])=[N:41][CH:40]=1)=[CH:33][CH:32]=2)=[O:11])=[O:7]. The catalyst class is: 98. (3) Reactant: [Br:1][C:2]1[CH:10]=[C:9]2[C:5]([CH:6]=[N:7][NH:8]2)=[CH:4][CH:3]=1.[H-].[Na+].[CH3:13][Si:14]([CH2:17][CH2:18][O:19][CH2:20]Cl)([CH3:16])[CH3:15]. Product: [Br:1][C:2]1[CH:10]=[C:9]2[C:5]([CH:6]=[N:7][N:8]2[CH2:20][O:19][CH2:18][CH2:17][Si:14]([CH3:16])([CH3:15])[CH3:13])=[CH:4][CH:3]=1. The catalyst class is: 3. (4) Reactant: Cl.[CH3:2][N:3]1[C:11]2[C:6](=[N:7][C:8]([C@@H:18]([NH2:20])[CH3:19])=[C:9]([C:12]3[CH:17]=[CH:16][CH:15]=[CH:14][N:13]=3)[CH:10]=2)[CH:5]=[CH:4]1.[NH2:21][C:22]1[N:27]=[C:26](Cl)[C:25]([C:29]#[N:30])=[C:24]([CH3:31])[N:23]=1.C(N(C(C)C)C(C)C)C. Product: [NH2:21][C:22]1[N:23]=[C:24]([CH3:31])[C:25]([C:29]#[N:30])=[C:26]([NH:20][C@H:18]([C:8]2[N:7]=[C:6]3[CH:5]=[CH:4][N:3]([CH3:2])[C:11]3=[CH:10][C:9]=2[C:12]2[CH:17]=[CH:16][CH:15]=[CH:14][N:13]=2)[CH3:19])[N:27]=1. The catalyst class is: 10. (5) Reactant: [NH:1]1[C:5]([NH:6][C:7](=[O:9])[CH3:8])=[CH:4][CH:3]=[N:2]1.[I:10](O)(=O)=O.II. Product: [I:10][C:4]1[CH:3]=[N:2][NH:1][C:5]=1[NH:6][C:7](=[O:9])[CH3:8]. The catalyst class is: 8. (6) Reactant: C[CH2:2][N:3]=[C:4]=NCCCN(C)C.Cl.[CH2:13]([O:20][C:21]1[CH:29]=[CH:28][C:24]([C:25](O)=[O:26])=[CH:23][C:22]=1[C:30]([NH:32][C:33]1[CH:38]=[C:37]([C:39]([F:42])([F:41])[F:40])[CH:36]=[C:35]([C:43]([F:46])([F:45])[F:44])[CH:34]=1)=[O:31])[C:14]1[CH:19]=[CH:18][CH:17]=[CH:16][CH:15]=1.Cl.CNC.C(N(CC)CC)C. Product: [CH2:13]([O:20][C:21]1[CH:29]=[CH:28][C:24]([C:25]([N:3]([CH3:4])[CH3:2])=[O:26])=[CH:23][C:22]=1[C:30]([NH:32][C:33]1[CH:38]=[C:37]([C:39]([F:42])([F:41])[F:40])[CH:36]=[C:35]([C:43]([F:46])([F:45])[F:44])[CH:34]=1)=[O:31])[C:14]1[CH:19]=[CH:18][CH:17]=[CH:16][CH:15]=1. The catalyst class is: 30.